The task is: Predict the reactants needed to synthesize the given product.. This data is from Full USPTO retrosynthesis dataset with 1.9M reactions from patents (1976-2016). Given the product [F:53][C:52]([F:55])([F:54])[C:50]([OH:56])=[O:51].[NH:34]1[C:35]2[C:31](=[CH:30][C:29]([NH:28][C:7]3[C:6]4[C:11](=[CH:12][C:3]([O:2][CH3:1])=[C:4]([O:45][CH2:46][CH2:47][O:48][CH3:49])[CH:5]=4)[N:10]=[C:9]([C:13]4[CH:14]=[C:15]([NH:19][C:20](=[O:27])[C:21]5[CH:26]=[CH:25][CH:24]=[N:23][CH:22]=5)[CH:16]=[CH:17][CH:18]=4)[N:8]=3)=[CH:37][CH:36]=2)[CH:32]=[N:33]1, predict the reactants needed to synthesize it. The reactants are: [CH3:1][O:2][C:3]1[CH:12]=[C:11]2[C:6]([C:7]([NH:28][C:29]3[CH:30]=[C:31]4[C:35](=[CH:36][CH:37]=3)[N:34](C(OC(C)(C)C)=O)[N:33]=[CH:32]4)=[N:8][C:9]([C:13]3[CH:18]=[CH:17][CH:16]=[C:15]([NH:19][C:20](=[O:27])[C:21]4[CH:26]=[CH:25][CH:24]=[N:23][CH:22]=4)[CH:14]=3)=[N:10]2)=[CH:5][C:4]=1[O:45][CH2:46][CH2:47][O:48][CH3:49].[C:50]([OH:56])([C:52]([F:55])([F:54])[F:53])=[O:51].